This data is from Forward reaction prediction with 1.9M reactions from USPTO patents (1976-2016). The task is: Predict the product of the given reaction. (1) Given the reactants [Cl:1][C:2]1[CH:7]=[C:6]([NH2:8])[C:5]([O:9][CH3:10])=[CH:4][C:3]=1[C:11]1[CH:16]=[CH:15][CH:14]=[C:13]([F:17])[CH:12]=1.[CH2:18]([S:25][C:26]1[CH:27]=[C:28](/[CH:33]=[CH:34]/[C:35](OCC)=[O:36])[C:29](Cl)=[N:30][CH:31]=1)[C:19]1[CH:24]=[CH:23][CH:22]=[CH:21][CH:20]=1.CC1(C)C2C(=C(P(C3C=CC=CC=3)C3C=CC=CC=3)C=CC=2)OC2C(P(C3C=CC=CC=3)C3C=CC=CC=3)=CC=CC1=2.C(=O)([O-])[O-].[Cs+].[Cs+], predict the reaction product. The product is: [CH2:18]([S:25][C:26]1[CH:27]=[C:28]2[C:29](=[N:30][CH:31]=1)[N:8]([C:6]1[C:5]([O:9][CH3:10])=[CH:4][C:3]([C:11]3[CH:16]=[CH:15][CH:14]=[C:13]([F:17])[CH:12]=3)=[C:2]([Cl:1])[CH:7]=1)[C:35](=[O:36])[CH:34]=[CH:33]2)[C:19]1[CH:20]=[CH:21][CH:22]=[CH:23][CH:24]=1. (2) Given the reactants [NH2:1][C:2]1[C:7]2[C:8]([C:11]3[CH:16]=[CH:15][C:14]([NH:17][C:18]([NH:20][C:21]4[CH:26]=[CH:25][CH:24]=[C:23]([F:27])[CH:22]=4)=[O:19])=[CH:13][CH:12]=3)=[CH:9][S:10][C:6]=2[C:5]([C:28]2[CH:29]=[N:30][N:31]([CH2:33][CH2:34][OH:35])[CH:32]=2)=[CH:4][N:3]=1.[ClH:36], predict the reaction product. The product is: [ClH:36].[NH2:1][C:2]1[C:7]2[C:8]([C:11]3[CH:12]=[CH:13][C:14]([NH:17][C:18]([NH:20][C:21]4[CH:26]=[CH:25][CH:24]=[C:23]([F:27])[CH:22]=4)=[O:19])=[CH:15][CH:16]=3)=[CH:9][S:10][C:6]=2[C:5]([C:28]2[CH:29]=[N:30][N:31]([CH2:33][CH2:34][OH:35])[CH:32]=2)=[CH:4][N:3]=1. (3) Given the reactants [CH3:1][Si:2]([C:5]#[CH:6])([CH3:4])[CH3:3].I[C:8]1[C:16]2[C:11](=[N:12][CH:13]=[C:14]([C:17]3[CH:22]=[CH:21][C:20]([S:23]([CH:26]([CH3:28])[CH3:27])(=[O:25])=[O:24])=[CH:19][CH:18]=3)[N:15]=2)[N:10]([S:29]([C:32]2[CH:37]=[CH:36][C:35]([CH3:38])=[CH:34][CH:33]=2)(=[O:31])=[O:30])[CH:9]=1.C(N(CC)CC)C, predict the reaction product. The product is: [CH:26]([S:23]([C:20]1[CH:19]=[CH:18][C:17]([C:14]2[N:15]=[C:16]3[C:8]([C:6]#[C:5][Si:2]([CH3:4])([CH3:3])[CH3:1])=[CH:9][N:10]([S:29]([C:32]4[CH:33]=[CH:34][C:35]([CH3:38])=[CH:36][CH:37]=4)(=[O:30])=[O:31])[C:11]3=[N:12][CH:13]=2)=[CH:22][CH:21]=1)(=[O:24])=[O:25])([CH3:28])[CH3:27]. (4) Given the reactants [CH3:1][O:2][CH2:3][C@@H:4]1[CH2:8][CH2:7][CH2:6][N:5]1[C:9]([C:11]1[S:19][C:18]2[C:13](=[N:14][CH:15]=[CH:16][C:17]=2[O:20][C:21]2[CH:22]=[CH:23][C:24]3[C:28]([C:29]([OH:31])=O)=[C:27]([CH3:32])[S:26][C:25]=3[CH:33]=2)[CH:12]=1)=[O:10].[NH2:34][CH2:35][CH2:36][CH2:37][OH:38].CN(C(ON1N=NC2C=CC=CC1=2)=[N+](C)C)C.F[P-](F)(F)(F)(F)F.C(N(C(C)C)CC)(C)C, predict the reaction product. The product is: [OH:38][CH2:37][CH2:36][CH2:35][NH:34][C:29]([C:28]1[C:24]2[CH:23]=[CH:22][C:21]([O:20][C:17]3[CH:16]=[CH:15][N:14]=[C:13]4[CH:12]=[C:11]([C:9]([N:5]5[CH2:6][CH2:7][CH2:8][C@H:4]5[CH2:3][O:2][CH3:1])=[O:10])[S:19][C:18]=34)=[CH:33][C:25]=2[S:26][C:27]=1[CH3:32])=[O:31]. (5) Given the reactants Cl.[NH:2]1[CH2:7][CH2:6][CH:5]([O:8][C:9]2[CH:10]=[C:11]3[C:16](=[CH:17][CH:18]=2)[CH:15]=[N:14][CH:13]=[CH:12]3)[CH2:4][CH2:3]1.[Cl:19][C:20]1[N:25]=[C:24]([C:26]([F:29])([F:28])[F:27])[CH:23]=[CH:22][N:21]=1, predict the reaction product. The product is: [ClH:19].[F:27][C:26]([F:29])([F:28])[C:24]1[CH:23]=[CH:22][N:21]=[C:20]([N:2]2[CH2:7][CH2:6][CH:5]([O:8][C:9]3[CH:10]=[C:11]4[C:16](=[CH:17][CH:18]=3)[CH:15]=[N:14][CH:13]=[CH:12]4)[CH2:4][CH2:3]2)[N:25]=1. (6) Given the reactants [CH3:1][O:2][C:3](=[O:12])[C:4]1[CH:9]=[CH:8][CH:7]=[C:6]([NH2:10])[C:5]=1[OH:11].[N:13]#[C:14]Br.C(O)C, predict the reaction product. The product is: [CH3:1][O:2][C:3]([C:4]1[C:5]2[O:11][C:14]([NH2:13])=[N:10][C:6]=2[CH:7]=[CH:8][CH:9]=1)=[O:12]. (7) Given the reactants [F:1][C:2]1[CH:10]=[C:9]2[C:5]([CH2:6][O:7][C:8]2=[O:11])=[C:4]([N+:12]([O-])=O)[CH:3]=1.[H][H], predict the reaction product. The product is: [NH2:12][C:4]1[CH:3]=[C:2]([F:1])[CH:10]=[C:9]2[C:5]=1[CH2:6][O:7][C:8]2=[O:11].